This data is from Reaction yield outcomes from USPTO patents with 853,638 reactions. The task is: Predict the reaction yield, written as a fraction of the theoretical maximum amount of product (1.0 means a 100% yield; for example, 0.34 means a 34% yield). (1) The reactants are [CH3:1][O:2][C:3]1[CH:4]=[C:5]2[C:10](=[CH:11][CH:12]=1)[C:9]([OH:13])=[C:8]([C:14]1[CH:19]=[CH:18][CH:17]=[CH:16][CH:15]=1)[C:7]([CH3:20])=[CH:6]2.[H-].[Na+].F[C:24]1[CH:31]=[CH:30][C:27]([CH:28]=[O:29])=[CH:26][CH:25]=1. The catalyst is CN(C=O)C. The product is [CH3:20][C:7]1[C:8]([C:14]2[CH:15]=[CH:16][CH:17]=[CH:18][CH:19]=2)=[C:9]([O:13][C:24]2[CH:31]=[CH:30][C:27]([CH:28]=[O:29])=[CH:26][CH:25]=2)[C:10]2[C:5]([CH:6]=1)=[CH:4][C:3]([O:2][CH3:1])=[CH:12][CH:11]=2. The yield is 0.660. (2) The reactants are [NH2:1][C:2]1[CH:3]=[C:4]([CH:16]=[CH:17][CH:18]=1)[O:5][C:6]1[CH:11]=[CH:10][N:9]=[C:8]2[NH:12][C:13](=[O:15])[NH:14][C:7]=12.[C:19]([C:23]1[CH:24]=[C:25]([CH:29]=[CH:30][CH:31]=1)[C:26](Cl)=[O:27])([CH3:22])([CH3:21])[CH3:20]. No catalyst specified. The product is [C:19]([C:23]1[CH:24]=[C:25]([CH:29]=[CH:30][CH:31]=1)[C:26]([NH:1][C:2]1[CH:18]=[CH:17][CH:16]=[C:4]([O:5][C:6]2[CH:11]=[CH:10][N:9]=[C:8]3[NH:12][C:13](=[O:15])[NH:14][C:7]=23)[CH:3]=1)=[O:27])([CH3:22])([CH3:20])[CH3:21]. The yield is 0.540. (3) The reactants are CCN(C(C)C)C(C)C.[Cl:10][C:11]1[CH:12]=[CH:13][C:14]2[N:15]([CH:17]=[C:18]([NH2:20])[N:19]=2)[N:16]=1.[N:21]1[CH:26]=[CH:25][C:24]([C:27]2[S:28][CH:29]=[C:30]([C:32](O)=[O:33])[N:31]=2)=[CH:23][CH:22]=1.CN(C(ON1N=NC2C=CC=NC1=2)=[N+](C)C)C.F[P-](F)(F)(F)(F)F. The catalyst is O.CN(C=O)C. The product is [Cl:10][C:11]1[CH:12]=[CH:13][C:14]2[N:15]([CH:17]=[C:18]([NH:20][C:32]([C:30]3[N:31]=[C:27]([C:24]4[CH:25]=[CH:26][N:21]=[CH:22][CH:23]=4)[S:28][CH:29]=3)=[O:33])[N:19]=2)[N:16]=1. The yield is 1.00. (4) The reactants are [C:1](#[N:3])[CH3:2].C([Li])CCC.CN(/[CH:12]=[N:13]/[C:14]1[C:23]([C:24]([O:26]C)=O)=[CH:22][C:21]2[C:16](=[CH:17][C:18]([O:30][CH3:31])=[C:19]([O:28][CH3:29])[CH:20]=2)[N:15]=1)C.C(O)(=O)C. The catalyst is O1CCCC1. The product is [CH3:29][O:28][C:19]1[C:18]([O:30][CH3:31])=[CH:17][C:16]2=[N:15][C:14]3[NH:13][CH:12]=[C:2]([C:1]#[N:3])[C:24](=[O:26])[C:23]=3[CH:22]=[C:21]2[CH:20]=1. The yield is 0.440. (5) The reactants are [CH3:1][C@H:2]1[CH2:7][NH:6][C@H:5]([CH3:8])[CH2:4][N:3]1[C@H:9]([C:16]1[CH:28]=[CH:27][C:19]([C:20]([N:22]([CH2:25][CH3:26])[CH2:23][CH3:24])=[O:21])=[CH:18][CH:17]=1)[C:10]1[CH:15]=[CH:14][CH:13]=[CH:12][CH:11]=1.[I-].[Na+].C(N(CC)CC)C.[F:38][C:39]1[CH:40]=[C:41]([CH:44]=[CH:45][CH:46]=1)[CH2:42]Br. The catalyst is C(#N)C. The product is [CH3:1][C@H:2]1[CH2:7][N:6]([CH2:42][C:41]2[CH:44]=[CH:45][CH:46]=[C:39]([F:38])[CH:40]=2)[C@H:5]([CH3:8])[CH2:4][N:3]1[C@H:9]([C:16]1[CH:17]=[CH:18][C:19]([C:20]([N:22]([CH2:25][CH3:26])[CH2:23][CH3:24])=[O:21])=[CH:27][CH:28]=1)[C:10]1[CH:11]=[CH:12][CH:13]=[CH:14][CH:15]=1. The yield is 0.973.